Dataset: Full USPTO retrosynthesis dataset with 1.9M reactions from patents (1976-2016). Task: Predict the reactants needed to synthesize the given product. (1) Given the product [Cl:3][C:4]1[CH:9]=[CH:8][C:7]([C:10]2[C:11]([C:16]([OH:18])=[O:17])=[CH:12][CH:13]=[CH:14][CH:15]=2)=[CH:6][C:5]=1[C:20]([NH:22][CH2:23][CH:24]1[CH2:29][CH2:28][CH2:27][CH2:26][CH2:25]1)=[O:21], predict the reactants needed to synthesize it. The reactants are: [OH-].[K+].[Cl:3][C:4]1[CH:9]=[CH:8][C:7]([C:10]2[C:11]([C:16]([O:18]C)=[O:17])=[CH:12][CH:13]=[CH:14][CH:15]=2)=[CH:6][C:5]=1[C:20]([NH:22][CH2:23][CH:24]1[CH2:29][CH2:28][CH2:27][CH2:26][CH2:25]1)=[O:21]. (2) Given the product [CH2:16]1[C:12]2[CH:11]=[CH:10][N:9]=[C:8]([NH2:7])[C:13]=2[CH2:14][O:15]1, predict the reactants needed to synthesize it. The reactants are: C(OC(=O)[NH:7][C:8]1[C:13]2[CH2:14][O:15][CH2:16][C:12]=2[CH:11]=[CH:10][N:9]=1)(C)(C)C. (3) Given the product [CH2:1]([C@@H:4]1[O:5][C@H:6]([CH2:18][CH:19]2[CH2:23][O:22][C:21]([CH3:25])([CH3:24])[O:20]2)[C@H:7]([O:10][CH2:11][C:12]2[CH:17]=[CH:16][CH:15]=[CH:14][CH:13]=2)[C@H:8]1[O:9][CH2:53][C:54]1[CH:59]=[CH:58][C:57]([O:60][CH3:61])=[CH:56][CH:55]=1)[CH:2]=[CH2:3], predict the reactants needed to synthesize it. The reactants are: [CH2:1]([C@H:4]1[C@H:8]([OH:9])[C@@H:7]([O:10][CH2:11][C:12]2[CH:17]=[CH:16][CH:15]=[CH:14][CH:13]=2)[C@@H:6]([CH2:18][C@@H:19]2[CH2:23][O:22][C:21]([CH3:25])([CH3:24])[O:20]2)[O:5]1)[CH:2]=[CH2:3].C([C@H]1[C@H](O)[C@@H](OCC2C=CC=CC=2)[C@@H](C[C@H]2COC(C)(C)O2)O1)C=C.[K].Cl[CH2:53][C:54]1[CH:59]=[CH:58][C:57]([O:60][CH3:61])=[CH:56][CH:55]=1.CO[Na]. (4) Given the product [Cl:20][C:21]1[CH:22]=[C:23]([NH:24][C:2]2[C:11]3[C:6](=[CH:7][N:8]=[CH:9][CH:10]=3)[C:5]3=[CH:12][CH:13]=[CH:14][C:15]([C:16]([O:18][CH3:19])=[O:17])=[C:4]3[N:3]=2)[CH:25]=[CH:26][CH:27]=1, predict the reactants needed to synthesize it. The reactants are: Cl[C:2]1[C:11]2[C:6](=[CH:7][N:8]=[CH:9][CH:10]=2)[C:5]2=[CH:12][CH:13]=[CH:14][C:15]([C:16]([O:18][CH3:19])=[O:17])=[C:4]2[N:3]=1.[Cl:20][C:21]1[CH:22]=[C:23]([CH:25]=[CH:26][CH:27]=1)[NH2:24].O.